From a dataset of Full USPTO retrosynthesis dataset with 1.9M reactions from patents (1976-2016). Predict the reactants needed to synthesize the given product. (1) The reactants are: OC(C(F)(F)F)=O.[NH:8]1[CH2:11][CH:10]([NH:12][C:13](=[O:30])[CH2:14][NH:15][C:16]2[C:24]3[C:19](=[CH:20][CH:21]=[C:22]([C:25]([F:28])([F:27])[F:26])[CH:23]=3)[N:18]([CH3:29])[N:17]=2)[CH2:9]1.[C:31]([O:35][C:36](=[O:45])[NH:37][CH:38]1[CH2:43][CH2:42][C:41](=O)[CH2:40][CH2:39]1)([CH3:34])([CH3:33])[CH3:32]. Given the product [C:31]([O:35][C:36](=[O:45])[NH:37][CH:38]1[CH2:39][CH2:40][CH:41]([N:8]2[CH2:9][CH:10]([NH:12][C:13](=[O:30])[CH2:14][NH:15][C:16]3[C:24]4[C:19](=[CH:20][CH:21]=[C:22]([C:25]([F:27])([F:26])[F:28])[CH:23]=4)[N:18]([CH3:29])[N:17]=3)[CH2:11]2)[CH2:42][CH2:43]1)([CH3:34])([CH3:32])[CH3:33], predict the reactants needed to synthesize it. (2) Given the product [CH2:1]([N:8]([C:22]1[C:27]([Cl:28])=[CH:26][C:25]([C:32]2[CH:33]=[CH:34][S:30][CH:31]=2)=[CH:24][N:23]=1)[S:9]([C:12]1[CH:13]=[CH:14][C:15]([C:16]([OH:18])=[O:17])=[CH:20][CH:21]=1)(=[O:11])=[O:10])[C:2]1[CH:3]=[CH:4][CH:5]=[CH:6][CH:7]=1, predict the reactants needed to synthesize it. The reactants are: [CH2:1]([N:8]([C:22]1[C:27]([Cl:28])=[CH:26][C:25](Br)=[CH:24][N:23]=1)[S:9]([C:12]1[CH:21]=[CH:20][C:15]([C:16]([O:18]C)=[O:17])=[CH:14][CH:13]=1)(=[O:11])=[O:10])[C:2]1[CH:7]=[CH:6][CH:5]=[CH:4][CH:3]=1.[S:30]1[CH:34]=[CH:33][C:32](B(O)O)=[CH:31]1. (3) Given the product [F:37][C:27]1[C:26]([C:9]2[CH:10]=[C:11]3[C:6]([C:5]([CH3:22])([CH3:23])[CH2:4][C:3](=[O:24])[N:2]3[CH3:1])=[CH:7][C:8]=2[CH3:21])=[C:33]([O:34][CH3:35])[C:32]([F:36])=[CH:31][C:28]=1[CH:29]=[O:30], predict the reactants needed to synthesize it. The reactants are: [CH3:1][N:2]1[C:11]2[C:6](=[CH:7][C:8]([CH3:21])=[C:9](B3OC(C)(C)C(C)(C)O3)[CH:10]=2)[C:5]([CH3:23])([CH3:22])[CH2:4][C:3]1=[O:24].Br[C:26]1[C:27]([F:37])=[C:28]([CH:31]=[C:32]([F:36])[C:33]=1[O:34][CH3:35])[CH:29]=[O:30].C(=O)([O-])[O-].[K+].[K+]. (4) Given the product [Cl:14][CH2:8][C:6]1[CH:7]=[C:2]([CH:3]=[C:4]([F:11])[C:5]=1[F:10])[NH2:1], predict the reactants needed to synthesize it. The reactants are: [NH2:1][C:2]1[CH:3]=[C:4]([F:11])[C:5]([F:10])=[C:6]([CH2:8]O)[CH:7]=1.S(Cl)([Cl:14])=O.C(=O)(O)[O-].[Na+].